Predict the reactants needed to synthesize the given product. From a dataset of Full USPTO retrosynthesis dataset with 1.9M reactions from patents (1976-2016). (1) Given the product [CH2:15]([O:13][C:12]1[CH:11]=[CH:10][C:5]([C:6]([O:8][CH3:9])=[O:7])=[CH:4][C:3]=1[CH:1]=[O:2])[CH3:16], predict the reactants needed to synthesize it. The reactants are: [CH:1]([C:3]1[CH:4]=[C:5]([CH:10]=[CH:11][C:12]=1[OH:13])[C:6]([O:8][CH3:9])=[O:7])=[O:2].Br[CH2:15][CH3:16].C([O-])([O-])=O.[K+].[K+]. (2) Given the product [CH3:11][O:12][C:13]1[CH:18]=[CH:17][C:16]([CH2:19][N:20]2[CH:24]=[C:23]([C:2]3[CH:7]=[CH:6][N:5]=[C:4]4[NH:8][CH:9]=[CH:10][C:3]=34)[C:22]([C:34]3[CH:39]=[CH:38][C:37]([N+:40]([O-:42])=[O:41])=[CH:36][CH:35]=3)=[N:21]2)=[CH:15][CH:14]=1, predict the reactants needed to synthesize it. The reactants are: Br[C:2]1[CH:7]=[CH:6][N:5]=[C:4]2[NH:8][CH:9]=[CH:10][C:3]=12.[CH3:11][O:12][C:13]1[CH:18]=[CH:17][C:16]([CH2:19][N:20]2[CH:24]=[C:23](B3OC(C)(C)C(C)(C)O3)[C:22]([C:34]3[CH:39]=[CH:38][C:37]([N+:40]([O-:42])=[O:41])=[CH:36][CH:35]=3)=[N:21]2)=[CH:15][CH:14]=1. (3) Given the product [C:27]([O:26][C:24]([N:8]([C:6]([O:5][C:1]([CH3:2])([CH3:3])[CH3:4])=[O:7])[C:9]1[O:17][C:16]2[C:11](=[N:12][CH:13]=[C:14]([CH:18]=[O:34])[CH:15]=2)[C:10]=1[C:20]([O:22][CH3:23])=[O:21])=[O:25])([CH3:28])([CH3:30])[CH3:29], predict the reactants needed to synthesize it. The reactants are: [C:1]([O:5][C:6]([N:8]([C:24]([O:26][C:27]([CH3:30])([CH3:29])[CH3:28])=[O:25])[C:9]1[O:17][C:16]2[C:11](=[N:12][CH:13]=[C:14]([CH:18]=C)[CH:15]=2)[C:10]=1[C:20]([O:22][CH3:23])=[O:21])=[O:7])([CH3:4])([CH3:3])[CH3:2].C1C[O:34]CC1. (4) Given the product [Cl:1][C:2]1[C:3]([N:8]2[C:12]([C:13]([O:15][CH2:16][CH3:17])=[O:14])=[CH:11][C:10]([O:18][CH2:27][C:26]#[CH:25])=[N:9]2)=[N:4][CH:5]=[CH:6][CH:7]=1, predict the reactants needed to synthesize it. The reactants are: [Cl:1][C:2]1[C:3]([N:8]2[C:12]([C:13]([O:15][CH2:16][CH3:17])=[O:14])=[CH:11][C:10](=[O:18])[NH:9]2)=[N:4][CH:5]=[CH:6][CH:7]=1.C(=O)([O-])[O-].[K+].[K+].[CH2:25](Br)[C:26]#[CH:27].O. (5) Given the product [N:12]([CH2:8][C:6]1[CH:7]=[C:2]([Br:1])[C:3]([F:11])=[CH:4][C:5]=1[F:10])=[N+:13]=[N-:14], predict the reactants needed to synthesize it. The reactants are: [Br:1][C:2]1[CH:7]=[C:6]([CH2:8]Br)[C:5]([F:10])=[CH:4][C:3]=1[F:11].[N-:12]=[N+:13]=[N-:14].[Na+].O.